This data is from hERG Central: cardiac toxicity at 1µM, 10µM, and general inhibition. The task is: Predict hERG channel inhibition at various concentrations. (1) The compound is OCCOCCn1c(C2CCCN2c2nc(-c3ccc(F)cc3)cs2)nc2cc(C(F)(F)F)ccc21. Results: hERG_inhib (hERG inhibition (general)): blocker. (2) The compound is CCN(CC)c1ccc(CNc2nc3ccccc3n2CCN2CCCCC2)cc1. Results: hERG_inhib (hERG inhibition (general)): blocker. (3) Results: hERG_inhib (hERG inhibition (general)): blocker. The drug is O=C(Nc1cccc(-c2cccc(Cl)c2)c1)C1CCN(CC2CCOC2)CC1. (4) The drug is Cl.Clc1ccc(-c2ccc(CNCC3CCCO3)o2)cc1. Results: hERG_inhib (hERG inhibition (general)): blocker. (5) The drug is O=C(NCCN1CCN(C(=O)c2ccc(Br)cc2)CC1)c1ccc(Br)cc1. Results: hERG_inhib (hERG inhibition (general)): blocker. (6) The drug is CN(CCc1cnn(C)c1)Cc1cn[nH]c1-c1ccc(-c2ccccc2)cc1. Results: hERG_inhib (hERG inhibition (general)): blocker. (7) Results: hERG_inhib (hERG inhibition (general)): blocker. The molecule is O=C(CN1CCN(c2ccc(C(F)(F)F)cn2)CC1)NCc1ccc2c(c1)OCO2. (8) The drug is O=C(Nc1nc2ccccc2n1CCN1CCCCC1)c1ccco1. Results: hERG_inhib (hERG inhibition (general)): blocker.